This data is from Peptide-MHC class II binding affinity with 134,281 pairs from IEDB. The task is: Regression. Given a peptide amino acid sequence and an MHC pseudo amino acid sequence, predict their binding affinity value. This is MHC class II binding data. (1) The peptide sequence is QAVLTATNFFGINTI. The MHC is DRB1_1201 with pseudo-sequence DRB1_1201. The binding affinity (normalized) is 0.420. (2) The peptide sequence is TRYTLDFDRAQRA. The MHC is DRB1_1501 with pseudo-sequence DRB1_1501. The binding affinity (normalized) is 0.112. (3) The MHC is DRB1_0101 with pseudo-sequence DRB1_0101. The binding affinity (normalized) is 0.391. The peptide sequence is AKMANSEGSKVEITK. (4) The peptide sequence is CDDALIEGITLLNAK. The MHC is DRB3_0202 with pseudo-sequence DRB3_0202. The binding affinity (normalized) is 0.302. (5) The MHC is DRB1_1201 with pseudo-sequence DRB1_1201. The binding affinity (normalized) is 0.692. The peptide sequence is GELQIVDLIDAAFKI. (6) The peptide sequence is KAAVAAAASVPAADK. The MHC is DRB3_0202 with pseudo-sequence DRB3_0202. The binding affinity (normalized) is 0.503.